From a dataset of Forward reaction prediction with 1.9M reactions from USPTO patents (1976-2016). Predict the product of the given reaction. (1) Given the reactants [CH2:1]([C@@:4]1(C)[CH2:9][C@H:8]([C:10]2[CH:15]=[C:14]([F:16])[CH:13]=[C:12]([Cl:17])[CH:11]=2)[C@@H:7]([C:18]2[CH:23]=[CH:22][C:21]([Cl:24])=[CH:20][CH:19]=2)[N:6]([C@@H:25]([CH2:31][CH3:32])[CH2:26][S:27]([CH3:30])(=[O:29])=[O:28])[C:5]1=[O:33])C=C.O.I([O-])(=O)(=O)=O.[Na+].CC[O:44][C:45]([CH3:47])=[O:46], predict the reaction product. The product is: [Cl:17][C:12]1[CH:11]=[C:10]([C@@H:8]2[C@@H:7]([C:18]3[CH:19]=[CH:20][C:21]([Cl:24])=[CH:22][CH:23]=3)[N:6]([C@@H:25]([CH2:31][CH3:32])[CH2:26][S:27]([CH3:30])(=[O:28])=[O:29])[C:5](=[O:33])[C@:4]([CH2:47][C:45]([OH:44])=[O:46])([CH3:1])[CH2:9]2)[CH:15]=[C:14]([F:16])[CH:13]=1. (2) Given the reactants [NH2:1][C:2]1[CH:3]=[CH:4][C:5]([C:9]2[O:13][N:12]=[C:11]([C:14]3[C:19]([CH3:20])=[CH:18][CH:17]=[CH:16][N:15]=3)[N:10]=2)=[C:6]([OH:8])[CH:7]=1.[C:21](Cl)(=[O:28])[C:22]1[CH:27]=[CH:26][CH:25]=[CH:24][CH:23]=1.C(N(C(C)C)CC)(C)C, predict the reaction product. The product is: [OH:8][C:6]1[CH:7]=[C:2]([NH:1][C:21](=[O:28])[C:22]2[CH:27]=[CH:26][CH:25]=[CH:24][CH:23]=2)[CH:3]=[CH:4][C:5]=1[C:9]1[O:13][N:12]=[C:11]([C:14]2[C:19]([CH3:20])=[CH:18][CH:17]=[CH:16][N:15]=2)[N:10]=1.